This data is from Forward reaction prediction with 1.9M reactions from USPTO patents (1976-2016). The task is: Predict the product of the given reaction. (1) Given the reactants [OH-].[Na+].[CH3:3][C:4]1[O:8][C:7]([C:9]2[CH:14]=[CH:13][CH:12]=[CH:11][CH:10]=2)=[N:6][C:5]=1[CH2:15][CH2:16][O:17][C:18]1[CH:39]=[CH:38][C:21]([CH2:22][O:23]/[N:24]=[C:25](/[C:32]2[CH:37]=[CH:36][CH:35]=[CH:34][CH:33]=2)\[CH2:26][CH2:27][C:28]([O:30]C)=[O:29])=[CH:20][CH:19]=1.CO.Cl, predict the reaction product. The product is: [CH3:3][C:4]1[O:8][C:7]([C:9]2[CH:10]=[CH:11][CH:12]=[CH:13][CH:14]=2)=[N:6][C:5]=1[CH2:15][CH2:16][O:17][C:18]1[CH:19]=[CH:20][C:21]([CH2:22][O:23]/[N:24]=[C:25](/[C:32]2[CH:37]=[CH:36][CH:35]=[CH:34][CH:33]=2)\[CH2:26][CH2:27][C:28]([OH:30])=[O:29])=[CH:38][CH:39]=1. (2) Given the reactants [NH2:1][OH:2].[C:3]([C:5]1[CH:6]=[CH:7][C:8]([F:23])=[C:9]([CH:22]=1)[CH2:10][N:11]([CH3:21])[CH2:12][CH2:13][C:14]([O:16][C:17]([CH3:20])([CH3:19])[CH3:18])=[O:15])#[N:4], predict the reaction product. The product is: [NH2:4][C:3](=[N:1][OH:2])[C:5]1[CH:6]=[CH:7][C:8]([F:23])=[C:9]([CH:22]=1)[CH2:10][N:11]([CH3:21])[CH2:12][CH2:13][C:14]([O:16][C:17]([CH3:20])([CH3:18])[CH3:19])=[O:15].